The task is: Regression. Given a peptide amino acid sequence and an MHC pseudo amino acid sequence, predict their binding affinity value. This is MHC class II binding data.. This data is from Peptide-MHC class II binding affinity with 134,281 pairs from IEDB. The peptide sequence is VIPAGELQVIEKVDA. The MHC is DRB1_1602 with pseudo-sequence DRB1_1602. The binding affinity (normalized) is 0.399.